From a dataset of Reaction yield outcomes from USPTO patents with 853,638 reactions. Predict the reaction yield, written as a fraction of the theoretical maximum amount of product (1.0 means a 100% yield; for example, 0.34 means a 34% yield). (1) The reactants are [NH:1]1[C:9]2[C:4](=[CH:5][CH:6]=[C:7]([C:10]([OH:12])=[O:11])[CH:8]=2)[CH:3]=[CH:2]1.[Cl:13]N1C(=O)CCC1=O. The catalyst is ClCCl.CN(C=O)C. The product is [Cl:13][C:3]1[C:4]2[C:9](=[CH:8][C:7]([C:10]([OH:12])=[O:11])=[CH:6][CH:5]=2)[NH:1][CH:2]=1. The yield is 0.800. (2) The product is [CH3:27][C:17]1[CH:22]=[CH:21][C:20]([S:23]([O:12][CH2:11][CH:8]2[CH2:7][C:6]3[CH:5]=[C:4]([C:13]([F:16])([F:14])[F:15])[CH:3]=[C:2]([Br:1])[C:10]=3[O:9]2)(=[O:25])=[O:24])=[CH:19][CH:18]=1. The yield is 0.700. The reactants are [Br:1][C:2]1[C:10]2[O:9][CH:8]([CH2:11][OH:12])[CH2:7][C:6]=2[CH:5]=[C:4]([C:13]([F:16])([F:15])[F:14])[CH:3]=1.[C:17]1([CH3:27])[CH:22]=[CH:21][C:20]([S:23](Cl)(=[O:25])=[O:24])=[CH:19][CH:18]=1. No catalyst specified.